This data is from Retrosynthesis with 50K atom-mapped reactions and 10 reaction types from USPTO. The task is: Predict the reactants needed to synthesize the given product. (1) Given the product CCN(CCO)CCCCOc1ccc2c(-c3ccc(Br)cc3)csc2c1, predict the reactants needed to synthesize it. The reactants are: BrCCCCOc1ccc2c(-c3ccc(Br)cc3)csc2c1.CCNCCO. (2) Given the product Cc1c(C(=O)NCCN2CCCC2)sc2ncnc(Nc3cccnc3OC3CCOCC3)c12, predict the reactants needed to synthesize it. The reactants are: Cc1c(C(=O)O)sc2ncnc(Nc3cccnc3OC3CCOCC3)c12.NCCN1CCCC1.